Dataset: Forward reaction prediction with 1.9M reactions from USPTO patents (1976-2016). Task: Predict the product of the given reaction. Given the reactants [N+:1]([C:4]1[CH:5]=[C:6]2[C:10](=[CH:11][CH:12]=1)[NH:9][N:8]=[CH:7]2)([O-:3])=[O:2].[CH3:13][Si:14]([CH2:17][CH2:18][O:19][CH2:20]Cl)([CH3:16])[CH3:15].C(N(C(C)C)CC)(C)C.O, predict the reaction product. The product is: [N+:1]([C:4]1[CH:5]=[C:6]2[C:10](=[CH:11][CH:12]=1)[N:9]([CH2:20][O:19][CH2:18][CH2:17][Si:14]([CH3:16])([CH3:15])[CH3:13])[N:8]=[CH:7]2)([O-:3])=[O:2].